Dataset: Forward reaction prediction with 1.9M reactions from USPTO patents (1976-2016). Task: Predict the product of the given reaction. (1) Given the reactants [N:1]1[CH:6]=[CH:5][CH:4]=[C:3]2[C:7](=[O:10])[O:8][CH2:9][C:2]=12.[N:11]1[CH:16]=[CH:15][C:14]([CH:17]=O)=[CH:13][CH:12]=1.C[O-].[Na+].N#N, predict the reaction product. The product is: [N:11]1[CH:16]=[CH:15][C:14]([CH:17]2[C:9](=[O:8])[C:2]3[N:1]=[CH:6][CH:5]=[CH:4][C:3]=3[C:7]2=[O:10])=[CH:13][CH:12]=1. (2) Given the reactants C(Cl)(=O)C(Cl)=O.[Br:7][C:8]1[C:9]([Cl:17])=[N:10][CH:11]=[C:12]([CH:16]=1)[C:13]([OH:15])=O.CN(C=O)C.CCN(C(C)C)C(C)C.[F:32][C:33]([F:43])([O:35][C:36]1[CH:42]=[CH:41][C:39]([NH2:40])=[CH:38][CH:37]=1)[CH3:34], predict the reaction product. The product is: [Br:7][C:8]1[C:9]([Cl:17])=[N:10][CH:11]=[C:12]([CH:16]=1)[C:13]([NH:40][C:39]1[CH:41]=[CH:42][C:36]([O:35][C:33]([F:32])([F:43])[CH3:34])=[CH:37][CH:38]=1)=[O:15]. (3) Given the reactants [OH:1][C:2]1[CH:3]=[C:4]2[C:9](=[CH:10][CH:11]=1)[C:8](=[O:12])[CH2:7][CH2:6][CH2:5]2.I[C:14]1[CH:19]=[CH:18][CH:17]=[CH:16][C:15]=1[C:20]([F:23])([F:22])[F:21].[H-].[Na+].COCCOCCN(CCOCCOC)CCOCCOC, predict the reaction product. The product is: [F:21][C:20]([F:23])([F:22])[C:15]1[CH:16]=[CH:17][CH:18]=[CH:19][C:14]=1[O:1][C:2]1[CH:3]=[C:4]2[C:9](=[CH:10][CH:11]=1)[C:8](=[O:12])[CH2:7][CH2:6][CH2:5]2. (4) Given the reactants Cl[C:2]([O:4][C:5]1[CH:10]=[CH:9][C:8]([N+:11]([O-:13])=[O:12])=[CH:7][CH:6]=1)=[O:3].C(N(C(C)C)CC)(C)C.[Cl:23][C:24]1[CH:33]=[C:32]2[C:27]([C:28]([N:35]3[CH2:40][CH2:39][NH:38][CH2:37][CH2:36]3)=[CH:29][C:30]([NH2:34])=[N:31]2)=[CH:26][CH:25]=1, predict the reaction product. The product is: [NH2:34][C:30]1[CH:29]=[C:28]([N:35]2[CH2:36][CH2:37][N:38]([C:2]([O:4][C:5]3[CH:10]=[CH:9][C:8]([N+:11]([O-:13])=[O:12])=[CH:7][CH:6]=3)=[O:3])[CH2:39][CH2:40]2)[C:27]2[C:32](=[CH:33][C:24]([Cl:23])=[CH:25][CH:26]=2)[N:31]=1. (5) The product is: [I:1][C:2]1[C:3]([O:22][CH3:23])=[CH:4][C:5]([CH:19]([CH3:21])[CH3:20])=[C:6]([OH:8])[CH:7]=1. Given the reactants [I:1][C:2]1[C:3]([O:22][CH3:23])=[CH:4][C:5]([CH:19]([CH3:21])[CH3:20])=[C:6]([O:8]S(C2C=CC(C)=CC=2)(=O)=O)[CH:7]=1.[OH-].[K+].Cl.CCCCCC, predict the reaction product. (6) Given the reactants [CH3:1][N:2]1[C:11]2[C:6](=[CH:7][CH:8]=[CH:9][CH:10]=2)[N:5]=[C:4]([C:12]([O:14]CC)=[O:13])[C:3]1=[O:17].[OH-].[Na+], predict the reaction product. The product is: [CH3:1][N:2]1[C:11]2[C:6](=[CH:7][CH:8]=[CH:9][CH:10]=2)[N:5]=[C:4]([C:12]([OH:14])=[O:13])[C:3]1=[O:17].